Dataset: Catalyst prediction with 721,799 reactions and 888 catalyst types from USPTO. Task: Predict which catalyst facilitates the given reaction. Reactant: [C:1]1([N:7]2[C:11]3[CH:12]=[CH:13][C:14]([C:16](O)=O)=[CH:15][C:10]=3[N:9]=[C:8]2[CH2:19][O:20][CH2:21][C:22]2[CH:27]=[CH:26][CH:25]=[CH:24][CH:23]=2)[CH:6]=[CH:5][CH:4]=[CH:3][CH:2]=1.C(Cl)(=O)C(Cl)=O.[NH2:34][C:35]1[CH:40]=[CH:39][CH:38]=[CH:37][C:36]=1[SH:41]. Product: [S:41]1[C:36]2[CH:37]=[CH:38][CH:39]=[CH:40][C:35]=2[N:34]=[C:16]1[C:14]1[CH:13]=[CH:12][C:11]2[N:7]([C:1]3[CH:2]=[CH:3][CH:4]=[CH:5][CH:6]=3)[C:8]([CH2:19][O:20][CH2:21][C:22]3[CH:23]=[CH:24][CH:25]=[CH:26][CH:27]=3)=[N:9][C:10]=2[CH:15]=1. The catalyst class is: 7.